This data is from Reaction yield outcomes from USPTO patents with 853,638 reactions. The task is: Predict the reaction yield, written as a fraction of the theoretical maximum amount of product (1.0 means a 100% yield; for example, 0.34 means a 34% yield). (1) The yield is 0.810. No catalyst specified. The product is [C:30]([NH:34][S:35]([C:38]1[CH:43]=[CH:42][CH:41]=[CH:40][C:39]=1[C:44]1[CH:49]=[CH:48][C:47]([CH2:50][N:51]([CH2:52][CH2:53][CH2:54][CH2:55][CH2:56][CH2:57][CH3:58])[C:64](=[O:20])[NH:61][C:3]2[C:7]([F:12])=[CH:8][C:9]([F:11])=[CH:10][C:2]=2[F:1])=[CH:46][CH:45]=1)(=[O:37])=[O:36])([CH3:33])([CH3:32])[CH3:31]. The reactants are [F:1][C:2]1[CH:10]=[C:9]([F:11])[CH:8]=[C:7]([F:12])[C:3]=1C(O)=O.C1(P(N=[N+]=[N-])(C2C=CC=CC=2)=[O:20])C=CC=CC=1.[C:30]([NH:34][S:35]([C:38]1[CH:43]=[CH:42][CH:41]=[CH:40][C:39]=1[C:44]1[CH:49]=[CH:48][C:47]([CH2:50][NH:51][CH2:52][CH2:53][CH2:54][CH2:55][CH2:56][CH2:57][CH3:58])=[CH:46][CH:45]=1)(=[O:37])=[O:36])([CH3:33])([CH3:32])[CH3:31].C([N:61]([CH2:64]C)CC)C. (2) The reactants are [CH3:1][NH:2][NH:3][CH3:4].CCN(C(C)C)C(C)C.[N:14]1[C:23]2[C:18](=[CH:19][C:20]([C:24](Cl)=[O:25])=[CH:21][CH:22]=2)[N:17]=[CH:16][CH:15]=1. The catalyst is C(Cl)Cl. The product is [CH3:1][N:2]([C:24]([C:20]1[CH:19]=[C:18]2[C:23](=[CH:22][CH:21]=1)[N:14]=[CH:15][CH:16]=[N:17]2)=[O:25])[NH:3][CH3:4]. The yield is 0.470. (3) The reactants are C([NH:5][S:6]([C:9]1[CH:10]=[C:11]([C:15]2[CH:20]=[CH:19][CH:18]=[C:17]([C:21]3[N:26]=[C:25]([C:27]4[CH:32]=[CH:31][C:30]([F:33])=[CH:29][CH:28]=4)[CH:24]=[C:23]([C:34]([F:37])([F:36])[F:35])[N:22]=3)[CH:16]=2)[CH:12]=[CH:13][CH:14]=1)(=[O:8])=[O:7])(C)(C)C.C(O)(C(F)(F)F)=O. The catalyst is ClCCl. The product is [F:33][C:30]1[CH:31]=[CH:32][C:27]([C:25]2[CH:24]=[C:23]([C:34]([F:36])([F:35])[F:37])[N:22]=[C:21]([C:17]3[CH:16]=[C:15]([C:11]4[CH:12]=[CH:13][CH:14]=[C:9]([S:6]([NH2:5])(=[O:8])=[O:7])[CH:10]=4)[CH:20]=[CH:19][CH:18]=3)[N:26]=2)=[CH:28][CH:29]=1. The yield is 0.780. (4) The reactants are [CH:1]([C:4]1[CH:9]=[CH:8][CH:7]=[CH:6][C:5]=1[C:10]1[S:14][C:13]2[CH:15]=[C:16]([O:19]C)[CH:17]=[CH:18][C:12]=2[C:11]=1[O:21][C:22]1[CH:27]=[CH:26][C:25](/[CH:28]=[CH:29]/[C:30]([O:32][CH3:33])=[O:31])=[CH:24][CH:23]=1)([CH3:3])[CH3:2].B(Br)(Br)Br. The catalyst is C(Cl)Cl. The product is [OH:19][C:16]1[CH:17]=[CH:18][C:12]2[C:11]([O:21][C:22]3[CH:23]=[CH:24][C:25](/[CH:28]=[CH:29]/[C:30]([O:32][CH3:33])=[O:31])=[CH:26][CH:27]=3)=[C:10]([C:5]3[CH:6]=[CH:7][CH:8]=[CH:9][C:4]=3[CH:1]([CH3:2])[CH3:3])[S:14][C:13]=2[CH:15]=1. The yield is 0.890. (5) The reactants are C(OC(=O)[NH:7][C:8]1[CH:13]=[CH:12][CH:11]=[C:10]([O:14][C:15]2C(C(=O)NC3C=CC=CC=3)=CN=C(S(C)(=O)=O)N=2)[CH:9]=1)(C)(C)C.[N-]=[N+]=[N-].[Na+]. The catalyst is CN(C=O)C. The product is [CH3:15][O:14][C:10]1[CH:9]=[C:8]([CH:13]=[CH:12][CH:11]=1)[NH2:7]. The yield is 0.826. (6) The reactants are [C:1]([NH:9][CH:10]([CH3:19])[C:11](=[O:18])[CH2:12][C:13]([O:15][CH2:16][CH3:17])=[O:14])(=O)[C:2]1[CH:7]=[CH:6][CH:5]=[CH:4][CH:3]=1.O=P(Cl)(Cl)Cl.C([O-])(O)=O.[Na+]. The catalyst is CN(C=O)C. The product is [CH2:16]([O:15][C:13](=[O:14])[CH2:12][C:11]1[O:18][C:1]([C:2]2[CH:7]=[CH:6][CH:5]=[CH:4][CH:3]=2)=[N:9][C:10]=1[CH3:19])[CH3:17]. The yield is 0.480.